Dataset: Cav3 T-type calcium channel HTS with 100,875 compounds. Task: Binary Classification. Given a drug SMILES string, predict its activity (active/inactive) in a high-throughput screening assay against a specified biological target. (1) The drug is Clc1ccc(n2nc(cc2Nc2n(nnn2)c2ccccc2)C)cc1. The result is 0 (inactive). (2) The compound is s1c(NC(=O)c2c(=O)n3c4c(CC3)cccc4c2O)nnc1CCC. The result is 0 (inactive). (3) The compound is S=c1n2c(CCCCC2)c(NC(=O)c2ccccc2)c(=O)n1CC. The result is 0 (inactive). (4) The molecule is s1c2NC(N(C)C)NC(=O)c2cc1c1ccccc1. The result is 0 (inactive).